Predict the product of the given reaction. From a dataset of Forward reaction prediction with 1.9M reactions from USPTO patents (1976-2016). (1) Given the reactants [F:1][C:2]1[CH:7]=[CH:6][C:5]([F:8])=[CH:4][C:3]=1[CH:9](O)[C:10]1[CH:15]=[C:14]([CH3:16])[CH:13]=[CH:12][N:11]=1.[Cl:18][C:19]1[CH:24]=[CH:23][C:22]([SH:25])=[CH:21][CH:20]=1.C(=O)([O-])[O-].[K+].[K+].C(OCC)C, predict the reaction product. The product is: [Cl:18][C:19]1[CH:24]=[CH:23][C:22]([S:25][CH:9]([C:3]2[CH:4]=[C:5]([F:8])[CH:6]=[CH:7][C:2]=2[F:1])[C:10]2[CH:15]=[C:14]([CH3:16])[CH:13]=[CH:12][N:11]=2)=[CH:21][CH:20]=1. (2) Given the reactants [CH:1]1([C:4]2[CH:5]=[CH:6][C:7]([C:15]([OH:17])=O)=[N:8][C:9]=2[O:10][CH2:11][CH:12]2[CH2:14][CH2:13]2)[CH2:3][CH2:2]1.[NH2:18][C:19]([CH3:23])([CH3:22])[C:20]#[N:21], predict the reaction product. The product is: [C:20]([C:19]([NH:18][C:15](=[O:17])[C:7]1[CH:6]=[CH:5][C:4]([CH:1]2[CH2:2][CH2:3]2)=[C:9]([O:10][CH2:11][CH:12]2[CH2:13][CH2:14]2)[N:8]=1)([CH3:23])[CH3:22])#[N:21]. (3) Given the reactants [N+:1]([C:4]1[CH:5]=[N:6][CH:7]=[C:8]([Cl:11])[C:9]=1[Cl:10])([O-])=O.Cl[Sn]Cl, predict the reaction product. The product is: [NH2:1][C:4]1[CH:5]=[N:6][CH:7]=[C:8]([Cl:11])[C:9]=1[Cl:10]. (4) Given the reactants [Br:1][C:2]1[CH:7]=[C:6]([NH:8][C:9]([CH3:13])([CH3:12])[CH2:10][OH:11])[C:5]([N+:14]([O-:16])=[O:15])=[CH:4][N:3]=1.C(N(CC)CC)C.[C:24](Cl)(=[O:26])[CH3:25], predict the reaction product. The product is: [Br:1][C:2]1[CH:7]=[C:6]([NH:8][C:9]([CH3:12])([CH3:13])[CH2:10][O:11][C:24](=[O:26])[CH3:25])[C:5]([N+:14]([O-:16])=[O:15])=[CH:4][N:3]=1. (5) Given the reactants Cl[CH2:2][C:3]1[N:4]=[C:5](/[CH:8]=[CH:9]/[C:10]2[C:15]([F:16])=[CH:14][CH:13]=[CH:12][C:11]=2[F:17])[O:6][CH:7]=1.[CH3:18][S:19]([CH2:22][C:23]1[N:24]([CH2:28][CH2:29][CH2:30][CH2:31][C:32]2[CH:37]=[CH:36][C:35]([OH:38])=[CH:34][CH:33]=2)[CH:25]=[CH:26][N:27]=1)(=[O:21])=[O:20].[H-].[Na+], predict the reaction product. The product is: [F:17][C:11]1[CH:12]=[CH:13][CH:14]=[C:15]([F:16])[C:10]=1/[CH:9]=[CH:8]/[C:5]1[O:6][CH:7]=[C:3]([CH2:2][O:38][C:35]2[CH:34]=[CH:33][C:32]([CH2:31][CH2:30][CH2:29][CH2:28][N:24]3[CH:25]=[CH:26][N:27]=[C:23]3[CH2:22][S:19]([CH3:18])(=[O:21])=[O:20])=[CH:37][CH:36]=2)[N:4]=1.